This data is from Forward reaction prediction with 1.9M reactions from USPTO patents (1976-2016). The task is: Predict the product of the given reaction. Given the reactants Cl.[CH3:2][O:3][C:4]1[N:9]=[C:8]([C:10](=[NH:12])[NH2:11])[CH:7]=[CH:6][CH:5]=1.Br[CH2:14][C:15]([C:17]1[CH:22]=[CH:21][C:20]([Br:23])=[CH:19][CH:18]=1)=O, predict the reaction product. The product is: [Br:23][C:20]1[CH:21]=[CH:22][C:17]([C:15]2[N:12]=[C:10]([C:8]3[CH:7]=[CH:6][CH:5]=[C:4]([O:3][CH3:2])[N:9]=3)[NH:11][CH:14]=2)=[CH:18][CH:19]=1.